Dataset: Catalyst prediction with 721,799 reactions and 888 catalyst types from USPTO. Task: Predict which catalyst facilitates the given reaction. (1) Reactant: [C:1]1([C:7]2[CH:8]=[C:9]3[C:14](=[N:15][C:16]=2[C:17]2[CH:22]=[CH:21][CH:20]=[CH:19][CH:18]=2)[N:13]=[C:12]([CH2:23][CH2:24][CH2:25][CH2:26][CH2:27][C:28]([O:30][CH2:31][CH3:32])=[O:29])[CH:11]=[CH:10]3)[CH:6]=[CH:5][CH:4]=[CH:3][CH:2]=1. Product: [C:1]1([C:7]2[CH:8]=[C:9]3[C:14](=[N:15][C:16]=2[C:17]2[CH:18]=[CH:19][CH:20]=[CH:21][CH:22]=2)[NH:13][CH:12]([CH2:23][CH2:24][CH2:25][CH2:26][CH2:27][C:28]([O:30][CH2:31][CH3:32])=[O:29])[CH2:11][CH2:10]3)[CH:2]=[CH:3][CH:4]=[CH:5][CH:6]=1. The catalyst class is: 50. (2) Reactant: [N:1]1([CH2:8][CH2:9][CH2:10][O:11][C:12]2[CH:17]=[CH:16][C:15]([CH2:18][CH2:19][N:20]3[CH2:25][CH2:24][N:23]([C:26]4[CH:27]=[C:28]([CH2:42][C:43]5[CH:48]=[CH:47][CH:46]=[CH:45][CH:44]=5)[CH:29]=[C:30]5[C:35]=4[N:34]=[C:33]([CH2:36][CH2:37][C:38]([O:40]C)=[O:39])[CH:32]=[CH:31]5)[CH2:22][CH2:21]3)=[CH:14][CH:13]=2)[CH2:7][CH2:6][CH2:5][CH2:4][CH2:3][CH2:2]1.[OH-].[Na+].Cl. Product: [CH:38]([OH:40])=[O:39].[N:1]1([CH2:8][CH2:9][CH2:10][O:11][C:12]2[CH:13]=[CH:14][C:15]([CH2:18][CH2:19][N:20]3[CH2:25][CH2:24][N:23]([C:26]4[CH:27]=[C:28]([CH2:42][C:43]5[CH:48]=[CH:47][CH:46]=[CH:45][CH:44]=5)[CH:29]=[C:30]5[C:35]=4[N:34]=[C:33]([CH2:36][CH2:37][C:38]([OH:40])=[O:39])[CH:32]=[CH:31]5)[CH2:22][CH2:21]3)=[CH:16][CH:17]=2)[CH2:7][CH2:6][CH2:5][CH2:4][CH2:3][CH2:2]1. The catalyst class is: 5. (3) Reactant: [CH2:1]([O:5][CH2:6][CH2:7][O:8][C:9]1[CH:14]=[CH:13][C:12]([C:15]2[CH:16]=[CH:17][C:18]3[N:24]([CH2:25][CH2:26][CH3:27])[CH2:23][CH2:22][C:21]([C:28]([NH:30][C:31]4[CH:36]=[CH:35][C:34]([OH:37])=[CH:33][CH:32]=4)=[O:29])=[CH:20][C:19]=3[CH:38]=2)=[CH:11][CH:10]=1)[CH2:2][CH2:3][CH3:4].Cl.Cl[CH2:41][C:42]1[N:46]([CH3:47])[CH:45]=[N:44][N:43]=1.C(=O)([O-])[O-].[K+].[K+].CN(C)C=O. Product: [CH2:1]([O:5][CH2:6][CH2:7][O:8][C:9]1[CH:10]=[CH:11][C:12]([C:15]2[CH:16]=[CH:17][C:18]3[N:24]([CH2:25][CH2:26][CH3:27])[CH2:23][CH2:22][C:21]([C:28]([NH:30][C:31]4[CH:32]=[CH:33][C:34]([O:37][CH2:41][C:42]5[N:46]([CH3:47])[CH:45]=[N:44][N:43]=5)=[CH:35][CH:36]=4)=[O:29])=[CH:20][C:19]=3[CH:38]=2)=[CH:13][CH:14]=1)[CH2:2][CH2:3][CH3:4]. The catalyst class is: 6. (4) Reactant: [C:1]([C:4]1[C:9]([C:10]2[CH:15]=[CH:14][CH:13]=[CH:12][CH:11]=2)=[N:8][N:7]([CH2:16][CH3:17])[C:6](=[O:18])[C:5]=1[N+:19]([O-])=O)(=[O:3])[CH3:2].N[C:23]1[CH:27]=[CH:26][N:25]([CH3:28])[N:24]=1. Product: [C:1]([C:4]1[C:9]([C:10]2[CH:15]=[CH:14][CH:13]=[CH:12][CH:11]=2)=[N:8][N:7]([CH2:16][CH3:17])[C:6](=[O:18])[C:5]=1[NH:19][C:23]1[CH:27]=[CH:26][N:25]([CH3:28])[N:24]=1)(=[O:3])[CH3:2]. The catalyst class is: 8.